Dataset: Catalyst prediction with 721,799 reactions and 888 catalyst types from USPTO. Task: Predict which catalyst facilitates the given reaction. Reactant: C[Si]([C:5]#[CH:6])(C)C.C(N(CC)CC)C.I[C:15]1[C:23]2[CH:22]=[N:21][CH:20]=[N:19][C:18]=2[N:17]([C:24]([O:26][C:27]([CH3:30])([CH3:29])[CH3:28])=[O:25])[CH:16]=1.[F-].C([N+](CCCC)(CCCC)CCCC)CCC.[CH2:49]([N:56]=[N+:57]=[N-:58])[C:50]1[CH:55]=[CH:54][CH:53]=[CH:52][CH:51]=1. Product: [CH2:49]([N:56]1[CH:6]=[C:5]([C:15]2[C:23]3[CH:22]=[N:21][CH:20]=[N:19][C:18]=3[N:17]([C:24]([O:26][C:27]([CH3:30])([CH3:29])[CH3:28])=[O:25])[CH:16]=2)[N:58]=[N:57]1)[C:50]1[CH:55]=[CH:54][CH:53]=[CH:52][CH:51]=1. The catalyst class is: 540.